The task is: Predict the product of the given reaction.. This data is from Forward reaction prediction with 1.9M reactions from USPTO patents (1976-2016). (1) Given the reactants [NH2:1][C:2]1[CH:7]=[C:6](Br)[CH:5]=[CH:4][C:3]=1[N:9]1[CH2:14][CH2:13][N:12]([C:15](=[O:17])[CH3:16])[CH2:11][CH2:10]1.[B:18]1([B:18]2[O:22][C:21]([CH3:24])([CH3:23])[C:20]([CH3:26])([CH3:25])[O:19]2)[O:22][C:21]([CH3:24])([CH3:23])[C:20]([CH3:26])([CH3:25])[O:19]1.CC([O-])=O.[K+].C(Cl)Cl, predict the reaction product. The product is: [NH2:1][C:2]1[CH:7]=[C:6]([B:18]2[O:22][C:21]([CH3:24])([CH3:23])[C:20]([CH3:26])([CH3:25])[O:19]2)[CH:5]=[CH:4][C:3]=1[N:9]1[CH2:14][CH2:13][N:12]([C:15](=[O:17])[CH3:16])[CH2:11][CH2:10]1. (2) Given the reactants [CH2:1]([O:8][C:9]1[C:14]2[CH:15]=[C:16]([C:18](=O)[CH2:19]Br)[O:17][C:13]=2[CH:12]=[C:11]([Cl:22])[CH:10]=1)[C:2]1[CH:7]=[CH:6][CH:5]=[CH:4][CH:3]=1.[Br:23][C:24]1[S:28][C:27]([NH2:29])=[N:26][N:25]=1.CC(O)C, predict the reaction product. The product is: [CH2:1]([O:8][C:9]1[C:14]2[CH:15]=[C:16]([C:18]3[N:29]=[C:27]4[N:26]([CH:19]=3)[N:25]=[C:24]([Br:23])[S:28]4)[O:17][C:13]=2[CH:12]=[C:11]([Cl:22])[CH:10]=1)[C:2]1[CH:7]=[CH:6][CH:5]=[CH:4][CH:3]=1. (3) Given the reactants ClC1SC(CO)=C(C2C=CC(Cl)=CC=2)C=1.OC1C=CC(CCC(OCC)=O)=C(F)C=1F.[Cl:32][C:33]1[S:37][C:36]([CH2:38][O:39][C:40]2[CH:45]=[CH:44][C:43]([CH2:46][CH2:47][C:48]([O:50]CC)=[O:49])=[C:42]([F:53])[C:41]=2[F:54])=[C:35]([C:55]2[CH:60]=[CH:59][C:58]([Cl:61])=[CH:57][CH:56]=2)[CH:34]=1, predict the reaction product. The product is: [Cl:32][C:33]1[S:37][C:36]([CH2:38][O:39][C:40]2[CH:45]=[CH:44][C:43]([CH2:46][CH2:47][C:48]([OH:50])=[O:49])=[C:42]([F:53])[C:41]=2[F:54])=[C:35]([C:55]2[CH:56]=[CH:57][C:58]([Cl:61])=[CH:59][CH:60]=2)[CH:34]=1.